Dataset: Reaction yield outcomes from USPTO patents with 853,638 reactions. Task: Predict the reaction yield, written as a fraction of the theoretical maximum amount of product (1.0 means a 100% yield; for example, 0.34 means a 34% yield). (1) The reactants are [F:1][C:2]1[CH:7]=[CH:6][C:5]([CH2:8][OH:9])=[C:4](/[CH:10]=[CH:11]/[C:12]2[CH:17]=[CH:16][C:15]([F:18])=[CH:14][CH:13]=2)[CH:3]=1. The catalyst is [Pd].CO. The product is [F:1][C:2]1[CH:7]=[CH:6][C:5]([CH2:8][OH:9])=[C:4]([CH2:10][CH2:11][C:12]2[CH:13]=[CH:14][C:15]([F:18])=[CH:16][CH:17]=2)[CH:3]=1. The yield is 0.370. (2) The reactants are [CH3:1][NH:2][C:3]([C:5]1([C:18]2[CH:23]=[CH:22][CH:21]=[CH:20][N:19]=2)[NH:10][C:9]2[C:11]([N+:15]([O-])=O)=[CH:12][CH:13]=[CH:14][C:8]=2[O:7][CH2:6]1)=[O:4].[H][H]. The catalyst is CO.[Pd]. The product is [NH2:15][C:11]1[C:9]2[NH:10][C:5]([C:18]3[CH:23]=[CH:22][CH:21]=[CH:20][N:19]=3)([C:3]([NH:2][CH3:1])=[O:4])[CH2:6][O:7][C:8]=2[CH:14]=[CH:13][CH:12]=1. The yield is 1.00. (3) The reactants are [CH3:1][C:2]1[N:7]=[CH:6][C:5](N)=[CH:4][CH:3]=1.[ClH:9].N([O-])=O.[Na+].[S:14]([O-:17])(O)=[O:15].[Na+]. The catalyst is O.S([O-])([O-])(=O)=O.[Cu+2]. The product is [CH3:1][C:2]1[N:7]=[CH:6][C:5]([S:14]([Cl:9])(=[O:17])=[O:15])=[CH:4][CH:3]=1. The yield is 0.150. (4) The reactants are [CH3:1][O:2][C:3]([C:5]1([C:8]2[CH:13]=[CH:12][C:11]([O:14][CH3:15])=[C:10]([CH2:16]Cl)[CH:9]=2)[CH2:7][CH2:6]1)=[O:4].C([O-])([O-])=[O:19].[Na+].[Na+].Cl. The catalyst is O.[N+](CCCC)(CCCC)(CCCC)CCCC.[Br-]. The product is [CH3:1][O:2][C:3]([C:5]1([C:8]2[CH:13]=[CH:12][C:11]([O:14][CH3:15])=[C:10]([CH2:16][OH:19])[CH:9]=2)[CH2:7][CH2:6]1)=[O:4]. The yield is 0.390. (5) The reactants are [NH2:1][C:2]1[CH:9]=[CH:8][C:7]([Cl:10])=[CH:6][C:3]=1[CH:4]=O.C(=O)([O-])[O-].[K+].[K+].[F:17][C:18]([F:27])([F:26])/[CH:19]=[CH:20]/[C:21]([O:23][CH2:24][CH3:25])=[O:22]. The catalyst is CN(C)C=O. The product is [Cl:10][C:7]1[CH:6]=[C:3]2[C:2](=[CH:9][CH:8]=1)[NH:1][CH:19]([C:18]([F:17])([F:27])[F:26])[C:20]([C:21]([O:23][CH2:24][CH3:25])=[O:22])=[CH:4]2. The yield is 0.560.